From a dataset of Full USPTO retrosynthesis dataset with 1.9M reactions from patents (1976-2016). Predict the reactants needed to synthesize the given product. (1) Given the product [Br:3][C:4]1[CH:5]=[C:6]([C:10]2[N:11]([CH3:19])[C:12]3[C:17]([CH:18]=2)=[CH:16][CH:15]=[CH:14][CH:13]=3)[CH:7]=[N:8][CH:9]=1, predict the reactants needed to synthesize it. The reactants are: [H-].[Na+].[Br:3][C:4]1[CH:5]=[C:6]([C:10]2[NH:11][C:12]3[C:17]([CH:18]=2)=[CH:16][CH:15]=[CH:14][CH:13]=3)[CH:7]=[N:8][CH:9]=1.[CH3:19]I. (2) Given the product [F:16][C:17]1[CH:18]=[C:19]([C:32]2[C:33]([C:38]#[N:39])=[CH:34][CH:35]=[CH:36][CH:37]=2)[CH:20]=[C:21]([C:2]2[N:6]3[CH:7]=[CH:8][C:9]([C:12]([OH:15])([CH3:14])[CH3:13])=[C:10]([F:11])[C:5]3=[N:4][CH:3]=2)[CH:22]=1, predict the reactants needed to synthesize it. The reactants are: Br[C:2]1[N:6]2[CH:7]=[CH:8][C:9]([C:12]([OH:15])([CH3:14])[CH3:13])=[C:10]([F:11])[C:5]2=[N:4][CH:3]=1.[F:16][C:17]1[CH:18]=[C:19]([C:32]2[C:33]([C:38]#[N:39])=[CH:34][CH:35]=[CH:36][CH:37]=2)[CH:20]=[C:21](B2OC(C)(C)C(C)(C)O2)[CH:22]=1. (3) Given the product [Cl:28][C:15]1[C:13]2[O:14][C:8]3[C:7]([CH3:32])=[CH:6][C:5]([CH2:3][OH:2])=[CH:31][C:9]=3[S:10](=[O:29])(=[O:30])[CH2:11][C:12]=2[CH:18]=[C:17]([N:19]2[CH2:20][CH2:21][N:22]([CH2:25][CH3:26])[CH2:23][CH2:24]2)[CH:16]=1, predict the reactants needed to synthesize it. The reactants are: C[O:2][C:3]([C:5]1[CH:6]=[C:7]([CH3:32])[C:8]2[O:14][C:13]3[C:15]([Cl:28])=[CH:16][C:17]([N:19]4[CH2:24][CH2:23][N:22]([C:25](=O)[CH3:26])[CH2:21][CH2:20]4)=[CH:18][C:12]=3[CH2:11][S:10](=[O:30])(=[O:29])[C:9]=2[CH:31]=1)=O. (4) Given the product [C:1]([Si:5]([CH3:19])([CH3:20])[O:6][CH2:7][CH2:8][O:9][C:10]1[CH:11]=[C:12]([CH:16]=[CH:17][CH:18]=1)[CH2:13][NH:14][CH3:15])([CH3:4])([CH3:3])[CH3:2], predict the reactants needed to synthesize it. The reactants are: [C:1]([Si:5]([CH3:20])([CH3:19])[O:6][CH2:7][CH2:8][O:9][C:10]1[CH:11]=[C:12]([CH:16]=[CH:17][CH:18]=1)[CH:13]=[N:14][CH3:15])([CH3:4])([CH3:3])[CH3:2]. (5) Given the product [OH:21][CH2:22][CH2:23][NH:24][S:25]([C:28]1[CH:33]=[CH:32][C:31]([C:2]2[CH:7]=[CH:6][N:5]=[C:4]3[NH:8][C:9]([C:11]4([CH3:14])[CH2:13][CH2:12]4)=[CH:10][C:3]=23)=[CH:30][CH:29]=1)(=[O:27])=[O:26], predict the reactants needed to synthesize it. The reactants are: Cl[C:2]1[CH:7]=[CH:6][N:5]=[C:4]2[NH:8][C:9]([C:11]3([CH3:14])[CH2:13][CH2:12]3)=[CH:10][C:3]=12.C(=O)([O-])[O-].[Na+].[Na+].[OH:21][CH2:22][CH2:23][NH:24][S:25]([C:28]1[CH:33]=[CH:32][C:31](B2OC(C)(C)C(C)(C)O2)=[CH:30][CH:29]=1)(=[O:27])=[O:26].ClCCl. (6) Given the product [C:22]([O:26][C:27](=[O:28])[N:29]([CH2:30][CH2:31][CH2:32][N:13]1[C:12]([CH2:11][C:3]2[C:2]([I:1])=[CH:10][C:6]3[O:7][CH2:8][O:9][C:5]=3[CH:4]=2)=[N:20][C:19]2[C:14]1=[N:15][CH:16]=[N:17][C:18]=2[NH2:21])[CH:44]([CH3:45])[CH3:46])([CH3:24])([CH3:25])[CH3:23], predict the reactants needed to synthesize it. The reactants are: [I:1][C:2]1[C:3]([CH2:11][C:12]2[NH:13][C:14]3[C:19]([N:20]=2)=[C:18]([NH2:21])[N:17]=[CH:16][N:15]=3)=[CH:4][C:5]2[O:9][CH2:8][O:7][C:6]=2[CH:10]=1.[C:22]([O:26][C:27]([N:29]([CH:44]([CH3:46])[CH3:45])[CH:30](OS(C1C=CC(C)=CC=1)(=O)=O)[CH2:31][CH3:32])=[O:28])([CH3:25])([CH3:24])[CH3:23].C([O-])([O-])=O.[Cs+].[Cs+].